Dataset: Catalyst prediction with 721,799 reactions and 888 catalyst types from USPTO. Task: Predict which catalyst facilitates the given reaction. (1) Reactant: [N+](C1C=CC=CC=1S([N:13]([CH2:33][C:34]1[CH:39]=[CH:38][CH:37]=[CH:36][N:35]=1)[CH2:14][C:15]1[CH:20]=[CH:19][C:18]([CH2:21][NH:22][CH:23]2[CH2:32][C:31]3[N:30]=[CH:29][CH:28]=[CH:27][C:26]=3[CH2:25][CH2:24]2)=[CH:17][CH:16]=1)(=O)=O)([O-])=O.[NH:40]1[CH:44]=[CH:43][N:42]=[C:41]1[CH:45]=O.[BH-](OC(C)=O)(OC(C)=O)OC(C)=O.[Na+]. Product: [N:35]1[CH:36]=[CH:37][CH:38]=[CH:39][C:34]=1[CH2:33][NH:13][CH2:14][C:15]1[CH:16]=[CH:17][C:18]([CH2:21][N:22]([CH2:45][C:41]2[NH:42][CH:43]=[CH:44][N:40]=2)[CH:23]2[CH2:32][C:31]3[N:30]=[CH:29][CH:28]=[CH:27][C:26]=3[CH2:25][CH2:24]2)=[CH:19][CH:20]=1. The catalyst class is: 5. (2) The catalyst class is: 99. Product: [CH2:18]([C@H:17]1[C@H:16]([CH3:22])[O:15][C:14](=[O:23])[C@@H:13]([NH:24][C:25](=[O:31])[O:26][C:27]([CH3:30])([CH3:29])[CH3:28])[CH2:12][CH2:11][CH2:10][C@@H:9]1[OH:8])[CH2:19][CH2:20][CH3:21]. Reactant: C([O:8][C@@H:9]1[C@@H:17]([CH2:18][CH2:19][CH2:20][CH3:21])[C@H:16]([CH3:22])[O:15][C:14](=[O:23])[C@@H:13]([NH:24][C:25](=[O:31])[O:26][C:27]([CH3:30])([CH3:29])[CH3:28])[CH2:12][CH2:11][CH2:10]1)C1C=CC=CC=1.[H][H]. (3) Reactant: [F:1][CH:2]([F:13])[O:3][C:4]1[CH:9]=[CH:8][C:7]([N+:10]([O-])=O)=[CH:6][N:5]=1.C(O)(=O)C. Product: [F:13][CH:2]([F:1])[O:3][C:4]1[N:5]=[CH:6][C:7]([NH2:10])=[CH:8][CH:9]=1. The catalyst class is: 19. (4) Reactant: [CH3:1][S:2]([N:5]1[CH2:10][CH:9]=[C:8]([C:11]2[CH:12]=[C:13]3[CH2:19][C@H:18]([CH:20]4[CH2:25][CH2:24][NH:23][CH2:22][CH2:21]4)[O:17][C:14]3=[CH:15][N:16]=2)[CH2:7][CH2:6]1)(=[O:4])=[O:3].Cl[C:27]1[N:32]=[CH:31][C:30]([C:33]([F:36])([F:35])[F:34])=[CH:29][N:28]=1.C([O-])([O-])=O.[K+].[K+].CS(C)=O. Product: [CH3:1][S:2]([N:5]1[CH2:6][CH:7]=[C:8]([C:11]2[CH:12]=[C:13]3[CH2:19][C@H:18]([CH:20]4[CH2:25][CH2:24][N:23]([C:27]5[N:32]=[CH:31][C:30]([C:33]([F:36])([F:35])[F:34])=[CH:29][N:28]=5)[CH2:22][CH2:21]4)[O:17][C:14]3=[CH:15][N:16]=2)[CH2:9][CH2:10]1)(=[O:3])=[O:4]. The catalyst class is: 6. (5) Product: [N:34]1[CH:35]=[CH:36][C:31]([CH2:29][CH2:30][N:1]2[C:9]3[C:4](=[CH:5][C:6]([NH:10][C:11]([C:13]4[C:14]([C:19]5[CH:20]=[CH:21][C:22]([C:25]([F:26])([F:27])[F:28])=[CH:23][CH:24]=5)=[CH:15][CH:16]=[CH:17][CH:18]=4)=[O:12])=[CH:7][CH:8]=3)[CH2:3][CH2:2]2)=[CH:32][CH:33]=1. The catalyst class is: 141. Reactant: [NH:1]1[C:9]2[C:4](=[CH:5][C:6]([NH:10][C:11]([C:13]3[C:14]([C:19]4[CH:24]=[CH:23][C:22]([C:25]([F:28])([F:27])[F:26])=[CH:21][CH:20]=4)=[CH:15][CH:16]=[CH:17][CH:18]=3)=[O:12])=[CH:7][CH:8]=2)[CH2:3][CH2:2]1.[CH:29]([C:31]1[CH:36]=[CH:35][N:34]=[CH:33][CH:32]=1)=[CH2:30]. (6) Reactant: [OH:1][C:2]1[CH:10]=[N:9][CH:8]=[CH:7][C:3]=1[C:4]([OH:6])=[O:5].S(=O)(=O)(O)O.C([O-])(O)=O.[Na+].[CH2:21](O)[CH3:22]. Product: [OH:1][C:2]1[CH:10]=[N:9][CH:8]=[CH:7][C:3]=1[C:4]([O:6][CH2:21][CH3:22])=[O:5]. The catalyst class is: 6. (7) Reactant: [Cl:1][C:2]1[CH:7]=[CH:6][C:5]([C:8](=O)[CH2:9][CH:10]([C:20]#[N:21])[C:11]([NH:13][CH:14]2[CH2:19][CH2:18][CH2:17][CH2:16][CH2:15]2)=[O:12])=[CH:4][CH:3]=1.[Cl:23][C:24]1[CH:30]=[CH:29][CH:28]=[CH:27][C:25]=1[NH2:26].Cl. Product: [NH2:21][C:20]1[N:26]([C:25]2[CH:27]=[CH:28][CH:29]=[CH:30][C:24]=2[Cl:23])[C:8]([C:5]2[CH:4]=[CH:3][C:2]([Cl:1])=[CH:7][CH:6]=2)=[CH:9][C:10]=1[C:11]([NH:13][CH:14]1[CH2:19][CH2:18][CH2:17][CH2:16][CH2:15]1)=[O:12]. The catalyst class is: 8.